Dataset: Kinase inhibitor binding affinity data with 442 proteins and 68 drugs (Kd values). Task: Regression. Given a target protein amino acid sequence and a drug SMILES string, predict the binding affinity score between them. We predict pKd (pKd = -log10(Kd in M); higher means stronger binding). Dataset: davis. (1) The small molecule is CS(=O)(=O)CCNCc1ccc(-c2ccc3ncnc(Nc4ccc(OCc5cccc(F)c5)c(Cl)c4)c3c2)o1. The target protein (TESK1) has sequence LKMNKLPSNRGNTLREVQLMNRLRHPNILRFMGVCVHQGQLHALTEYMNGGTLEXLLSSPEPLSWPVRLHLALDIARGLRYLHSKGVFHRDLTSKNCLVRREDRGFTAVVGDFGLAEKIPVYREGARKEPLAVVGSPYWMAPEVLRGELYDEKADVFAFGIVLCELIARVPADPDYLPRTEDFGLDVPAFRTLVGDDCPLPFLLLAIHCCNLEPSTRAPFTEITQHLEWILEQLPEPAPLTXTA. The pKd is 5.0. (2) The compound is COc1cc2ncnc(Nc3ccc(F)c(Cl)c3)c2cc1OCCCN1CCOCC1. The target protein (EPHB4) has sequence MELRVLLCWASLAAALEETLLNTKLETADLKWVTFPQVDGQWEELSGLDEEQHSVRTYEVCDVQRAPGQAHWLRTGWVPRRGAVHVYATLRFTMLECLSLPRAGRSCKETFTVFYYESDADTATALTPAWMENPYIKVDTVAAEHLTRKRPGAEATGKVNVKTLRLGPLSKAGFYLAFQDQGACMALLSLHLFYKKCAQLTVNLTRFPETVPRELVVPVAGSCVVDAVPAPGPSPSLYCREDGQWAEQPVTGCSCAPGFEAAEGNTKCRACAQGTFKPLSGEGSCQPCPANSHSNTIGSAVCQCRVGYFRARTDPRGAPCTTPPSAPRSVVSRLNGSSLHLEWSAPLESGGREDLTYALRCRECRPGGSCAPCGGDLTFDPGPRDLVEPWVVVRGLRPDFTYTFEVTALNGVSSLATGPVPFEPVNVTTDREVPPAVSDIRVTRSSPSSLSLAWAVPRAPSGAVLDYEVKYHEKGAEGPSSVRFLKTSENRAELRGLKRG.... The pKd is 5.6. (3) The small molecule is O=C(NC1CCNCC1)c1[nH]ncc1NC(=O)c1c(Cl)cccc1Cl. The target protein (TIE1) has sequence MVWRVPPFLLPILFLASHVGAAVDLTLLANLRLTDPQRFFLTCVSGEAGAGRGSDAWGPPLLLEKDDRIVRTPPGPPLRLARNGSHQVTLRGFSKPSDLVGVFSCVGGAGARRTRVIYVHNSPGAHLLPDKVTHTVNKGDTAVLSARVHKEKQTDVIWKSNGSYFYTLDWHEAQDGRFLLQLPNVQPPSSGIYSATYLEASPLGSAFFRLIVRGCGAGRWGPGCTKECPGCLHGGVCHDHDGECVCPPGFTGTRCEQACREGRFGQSCQEQCPGISGCRGLTFCLPDPYGCSCGSGWRGSQCQEACAPGHFGADCRLQCQCQNGGTCDRFSGCVCPSGWHGVHCEKSDRIPQILNMASELEFNLETMPRINCAAAGNPFPVRGSIELRKPDGTVLLSTKAIVEPEKTTAEFEVPRLVLADSGFWECRVSTSGGQDSRRFKVNVKVPPVPLAAPRLLTKQSRQLVVSPLVSFSGDGPISTVRLHYRPQDSTMDWSTIVVDP.... The pKd is 5.0. (4) The compound is COc1cc(Nc2c(C#N)cnc3cc(OCCCN4CCN(C)CC4)c(OC)cc23)c(Cl)cc1Cl. The target protein (PKMYT1) has sequence MLERPPALAMPMPTEGTPPPLSGTPIPVPAYFRHAEPGFSLKRPRGLSRSLPPPPPAKGSIPISRLFPPRTPGWHQLQPRRVSFRGEASETLQSPGYDPSRPESFFQQSFQRLSRLGHGSYGEVFKVRSKEDGRLYAVKRSMSPFRGPKDRARKLAEVGSHEKVGQHPCCVRLEQAWEEGGILYLQTELCGPSLQQHCEAWGASLPEAQVWGYLRDTLLALAHLHSQGLVHLDVKPANIFLGPRGRCKLGDFGLLVELGTAGAGEVQEGDPRYMAPELLQGSYGTAADVFSLGLTILEVACNMELPHGGEGWQQLRQGYLPPEFTAGLSSELRSVLVMMLEPDPKLRATAEALLALPVLRQPRAWGVLWCMAAEALSRGWALWQALLALLCWLWHGLAHPASWLQPLGPPATPPGSPPCSLLLDSSLSSNWDDDSLGPSLSPEAVLARTVGSTSTPRSRCTPRDALDLSDINSEPPRGSFPSFEPRNLLSLFEDTLDPT. The pKd is 6.5. (5) The pKd is 5.0. The small molecule is CCC1C(=O)N(C)c2cnc(Nc3ccc(C(=O)NC4CCN(C)CC4)cc3OC)nc2N1C1CCCC1. The target protein (ARK5) has sequence MEGAAAPVAGDRPDLGLGAPGSPREAVAGATAALEPRKPHGVKRHHHKHNLKHRYELQETLGKGTYGKVKRATERFSGRVVAIKSIRKDKIKDEQDMVHIRREIEIMSSLNHPHIISIYEVFENKDKIVIIMEYASKGELYDYISERRRLSERETRHFFRQIVSAVHYCHKNGVVHRDLKLENILLDDNCNIKIADFGLSNLYQKDKFLQTFCGSPLYASPEIVNGRPYRGPEVDSWALGVLLYTLVYGTMPFDGFDHKNLIRQISSGEYREPTQPSDARGLIRWMLMVNPDRRATIEDIANHWWVNWGYKSSVCDCDALHDSESPLLARIIDWHHRSTGLQADTEAKMKGLAKPTTSEVMLERQRSLKKSKKENDFAQSGQDAVPESPSKLSSKRPKGILKKRSNSEHRSHSTGFIEGVVGPALPSTFKMEQDLCRTGVLLPSSPEAEVPGKLSPKQSATMPKKGILKKTQQRESGYYSSPERSESSELLDSNDVMGSS.... (6) The compound is C=CC(=O)Nc1cc2c(Nc3ccc(F)c(Cl)c3)ncnc2cc1OCCCN1CCOCC1. The target protein (RIPK4) has sequence MEGDGGTPWALALLRTFDAGEFTGWEKVGSGGFGQVYKVRHVHWKTWLAIKCSPSLHVDDRERMELLEEAKKMEMAKFRYILPVYGICREPVGLVMEYMETGSLEKLLASEPLPWDLRFRIIHETAVGMNFLHCMAPPLLHLDLKPANILLDAHYHVKISDFGLAKCNGLSHSHDLSMDGLFGTIAYLPPERIREKSRLFDTKHDVYSFAIVIWGVLTQKKPFADEKNILHIMVKVVKGHRPELPPVCRARPRACSHLIRLMQRCWQGDPRVRPTFQEITSETEDLCEKPDDEVKETAHDLDVKSPPEPRSEVVPARLKRASAPTFDNDYSLSELLSQLDSGVSQAVEGPEELSRSSSESKLPSSGSGKRLSGVSSVDSAFSSRGSLSLSFEREPSTSDLGTTDVQKKKLVDAIVSGDTSKLMKILQPQDVDLALDSGASLLHLAVEAGQEECAKWLLLNNANPNLSNRRGSTPLHMAVERRVRGVVELLLARKISVNAK.... The pKd is 5.0. (7) The compound is Clc1ccc(Nc2nnc(Cc3ccncc3)c3ccccc23)cc1. The target protein (MST1) has sequence METVQLRNPPRRQLKKLDEDSLTKQPEEVFDVLEKLGEGSYGSVYKAIHKETGQIVAIKQVPVESDLQEIIKEISIMQQCDSPHVVKYYGSYFKNTDLWIVMEYCGAGSVSDIIRLRNKTLTEDEIATILQSTLKGLEYLHFMRKIHRDIKAGNILLNTEGHAKLADFGVAGQLTDTMAKRNTVIGTPFWMAPEVIQEIGYNCVADIWSLGITAIEMAEGKPPYADIHPMRAIFMIPTNPPPTFRKPELWSDNFTDFVKQCLVKSPEQRATATQLLQHPFVRSAKGVSILRDLINEAMDVKLKRQESQQREVDQDDEENSEEDEMDSGTMVRAVGDEMGTVRVASTMTDGANTMIEHDDTLPSQLGTMVINAEDEEEEGTMKRRDETMQPAKPSFLEYFEQKEKENQINSFGKSVPGPLKNSSDWKIPQDGDYEFLKSWTVEDLQKRLLALDPMMEQEIEEIRQKYQSKRQPILDAIEAKKRRQQNF. The pKd is 5.0. (8) The drug is C#Cc1cccc(Nc2ncnc3cc(OCCOC)c(OCCOC)cc23)c1. The target protein (PCTK2) has sequence MKKFKRRLSLTLRGSQTIDESLSELAEQMTIEENSSKDNEPIVKNGRPPTSHSMHSFLHQYTGSFKKPPLRRPHSVIGGSLGSFMAMPRNGSRLDIVHENLKMGSDGESDQASGTSSDEVQSPTGVCLRNRIHRRISMEDLNKRLSLPADIRIPDGYLEKLQINSPPFDQPMSRRSRRASLSEIGFGKMETYIKLEKLGEGTYATVYKGRSKLTENLVALKEIRLEHEEGAPCTAIREVSLLKDLKHANIVTLHDIVHTDKSLTLVFEYLDKDLKQYMDDCGNIMSMHNVKLFLYQILRGLAYCHRRKVLHRDLKPQNLLINEKGELKLADFGLARAKSVPTKTYSNEVVTLWYRPPDVLLGSSEYSTQIDMWGVGCIFFEMASGRPLFPGSTVEDELHLIFRLLGTPSQETWPGISSNEEFKNYNFPKYKPQPLINHAPRLDSEGIELITKFLQYESKKRVSAEEAMKHVYFRSLGPRIHALPESVSIFSLKEIQLQKD.... The pKd is 5.0. (9) The pKd is 6.8. The compound is Cc1[nH]c(C=C2C(=O)Nc3ccc(F)cc32)c(C)c1C(=O)NCC(O)CN1CCOCC1. The target protein (RIOK2) has sequence MGKVNVAKLRYMSRDDFRVLTAVEMGMKNHEIVPGSLIASIASLKHGGCNKVLRELVKHKLIAWERTKTVQGYRLTNAGYDYLALKTLSSRQVVESVGNQMGVGKESDIYIVANEEGQQFALKLHRLGRTSFRNLKNKRDYHKHRHNVSWLYLSRLSAMKEFAYMKALYERKFPVPKPIDYNRHAVVMELINGYPLCQIHHVEDPASVYDEAMELIVKLANHGLIHGDFNEFNLILDESDHITMIDFPQMVSTSHPNAEWYFDRDVKCIKDFFMKRFSYESELFPTFKDIRREDTLDVEVSASGYTKEMQADDELLHPLGPDDKNIETKEGSEFSFSDGEVAEKAEVYGSENESERNCLEESEGCYCRSSGDPEQIKEDSLSEESADARSFEMTEFNQALEEIKGQVVENNSVTEFSEEKNRTENYNRQDGQRVQGGVPAGSDEYEDECPHLIALSSLNREFRPFRDEENVGAMNQYRTRTLSITSSGSAVSCSTIPPEL....